The task is: Predict the reactants needed to synthesize the given product.. This data is from Full USPTO retrosynthesis dataset with 1.9M reactions from patents (1976-2016). (1) The reactants are: [CH3:1][C:2]1[CH:7]=[CH:6][CH:5]=[C:4]([CH3:8])[C:3]=1[N:9]1[CH2:13][C:12]2([C:17]([OH:19])=O)[CH2:14][CH2:15][CH2:16][CH:11]2[C:10]1=[O:20].C(N(C(C)C)CC)(C)C.CS(Cl)(=O)=O.[F:35][C:36]([F:49])([F:48])[C:37]1[CH:38]=[C:39]([CH:41]=[C:42]([C:44]([F:47])([F:46])[F:45])[CH:43]=1)[NH2:40]. Given the product [F:35][C:36]([F:48])([F:49])[C:37]1[CH:38]=[C:39]([NH:40][C:17]([C:12]23[CH2:14][CH2:15][CH2:16][CH:11]2[C:10](=[O:20])[N:9]([C:3]2[C:2]([CH3:1])=[CH:7][CH:6]=[CH:5][C:4]=2[CH3:8])[CH2:13]3)=[O:19])[CH:41]=[C:42]([C:44]([F:45])([F:47])[F:46])[CH:43]=1, predict the reactants needed to synthesize it. (2) Given the product [NH2:8][CH2:9][CH2:10][C@H:11]([NH:15][C:16]([C:18]1[C:19](=[O:37])[N:20]([CH:24]([C:31]2[CH:36]=[CH:35][CH:34]=[CH:33][CH:32]=2)[C:25]2[CH:30]=[CH:29][CH:28]=[CH:27][CH:26]=2)[CH:21]=[CH:22][CH:23]=1)=[O:17])[C:12]([OH:14])=[O:13].[C:38]([OH:44])([C:40]([F:43])([F:42])[F:41])=[O:39], predict the reactants needed to synthesize it. The reactants are: C(OC([NH:8][CH2:9][CH2:10][C@H:11]([NH:15][C:16]([C:18]1[C:19](=[O:37])[N:20]([CH:24]([C:31]2[CH:36]=[CH:35][CH:34]=[CH:33][CH:32]=2)[C:25]2[CH:30]=[CH:29][CH:28]=[CH:27][CH:26]=2)[CH:21]=[CH:22][CH:23]=1)=[O:17])[C:12]([OH:14])=[O:13])=O)(C)(C)C.[C:38]([OH:44])([C:40]([F:43])([F:42])[F:41])=[O:39]. (3) Given the product [CH:1]1([C:4]2[CH:9]=[CH:8][N:7]=[CH:6][C:5]=2[N:10]2[CH2:14][CH2:13][N:12]([C:17]3[CH:18]=[CH:19][C:20]4[O:24][CH:23]=[C:22]([CH3:25])[C:21]=4[CH:26]=3)[C:11]2=[O:15])[CH2:3][CH2:2]1, predict the reactants needed to synthesize it. The reactants are: [CH:1]1([C:4]2[CH:9]=[CH:8][N:7]=[CH:6][C:5]=2[N:10]2[CH2:14][CH2:13][NH:12][C:11]2=[O:15])[CH2:3][CH2:2]1.Br[C:17]1[CH:18]=[CH:19][C:20]2[O:24][CH:23]=[C:22]([CH3:25])[C:21]=2[CH:26]=1.CN[C@@H]1CCCC[C@H]1NC.P([O-])([O-])([O-])=O.[K+].[K+].[K+]. (4) Given the product [C:1]1([C:2]([Cl:4])=[O:3])[CH2:11][CH2:12][CH2:7][CH2:8][CH:9]=1, predict the reactants needed to synthesize it. The reactants are: [C:1](Cl)(=O)[C:2]([Cl:4])=[O:3].[C:7]1(C(O)=O)[CH2:12][CH2:11]C[CH2:9][CH:8]=1. (5) Given the product [CH3:28][O:29][C:30]([C:32]1[N:33]=[C:34]([NH:37][C:38](=[O:48])[C@@H:39]([NH:47][C:10](=[O:11])[C@H:9]([NH:8][C:6]([O:5][C:1]([CH3:2])([CH3:4])[CH3:3])=[O:7])[C:13]2[CH:18]=[CH:17][C:16]([O:19][CH2:20][C@H:21]3[CH2:25][O:24][C:23]([CH3:27])([CH3:26])[O:22]3)=[CH:15][CH:14]=2)[CH2:40][C:41]2[CH:46]=[CH:45][CH:44]=[CH:43][CH:42]=2)[S:35][CH:36]=1)=[O:31], predict the reactants needed to synthesize it. The reactants are: [C:1]([O:5][C:6]([NH:8][C@H:9]([C:13]1[CH:18]=[CH:17][C:16]([O:19][CH2:20][C@H:21]2[CH2:25][O:24][C:23]([CH3:27])([CH3:26])[O:22]2)=[CH:15][CH:14]=1)[C:10](O)=[O:11])=[O:7])([CH3:4])([CH3:3])[CH3:2].[CH3:28][O:29][C:30]([C:32]1[N:33]=[C:34]([NH:37][C:38](=[O:48])[C@@H:39]([NH2:47])[CH2:40][C:41]2[CH:46]=[CH:45][CH:44]=[CH:43][CH:42]=2)[S:35][CH:36]=1)=[O:31].Cl.CN(C)CCCN=C=NCC.O.ON1C2C=CC=CC=2N=N1. (6) Given the product [O:30]1[C:34]2[CH:35]=[CH:36][CH:37]=[CH:38][C:33]=2[CH:32]=[C:31]1[CH:39]1[CH2:44][CH2:43][CH:42]([CH:2]=[O:4])[CH2:41][CH2:40]1, predict the reactants needed to synthesize it. The reactants are: C[C:2](C)([O-:4])C.[K+].[Cl-].COC[P+](C1C=CC=CC=1)(C1C=CC=CC=1)C1C=CC=CC=1.[O:30]1[C:34]2[CH:35]=[CH:36][CH:37]=[CH:38][C:33]=2[CH:32]=[C:31]1[CH:39]1[CH2:44][CH2:43][C:42](=O)[CH2:41][CH2:40]1.Cl. (7) Given the product [ClH:30].[OH:1][CH:2]([C:19]1[CH:20]=[C:21]2[C:26](=[CH:27][CH:28]=1)[NH:25][C:24](=[O:29])[CH2:23][CH2:22]2)[CH2:3][N:4]1[CH2:9][CH2:8][C:7]([OH:18])([C:10]2[CH:15]=[CH:14][CH:13]=[C:12]([O:16][CH3:17])[CH:11]=2)[CH2:6][CH2:5]1, predict the reactants needed to synthesize it. The reactants are: [OH:1][CH:2]([C:19]1[CH:20]=[C:21]2[C:26](=[CH:27][CH:28]=1)[NH:25][C:24](=[O:29])[CH2:23][CH2:22]2)[CH2:3][N:4]1[CH2:9][CH2:8][C:7]([OH:18])([C:10]2[CH:15]=[CH:14][CH:13]=[C:12]([O:16][CH3:17])[CH:11]=2)[CH2:6][CH2:5]1.[ClH:30].C(OC(=O)C)C. (8) Given the product [F:25][C:21]1[C:20]2[N:26]=[C:15]([CH2:14][CH:9]3[CH2:10][CH2:11][CH2:12][CH2:13][NH:8]3)[NH:18][C:19]=2[CH:24]=[CH:23][CH:22]=1, predict the reactants needed to synthesize it. The reactants are: C(OC([N:8]1[CH2:13][CH2:12][CH2:11][CH2:10][CH:9]1[CH2:14][C:15](O)=O)=O)(C)(C)C.[NH2:18][C:19]1[CH:24]=[CH:23][CH:22]=[C:21]([F:25])[C:20]=1[NH2:26]. (9) Given the product [CH3:23][CH:22]([O:24][S:34]([C:31]1[CH:32]=[CH:33][C:28]([CH3:38])=[CH:29][CH:30]=1)(=[O:36])=[O:35])[CH2:21][C:18]1[CH:19]=[CH:20][C:15]([C:13]2[CH:12]=[CH:11][N:10]=[C:9]([NH:8][CH:6]3[CH2:5][C:4]([CH3:26])([CH3:25])[NH:3][C:2]([CH3:1])([CH3:27])[CH2:7]3)[N:14]=2)=[CH:16][CH:17]=1, predict the reactants needed to synthesize it. The reactants are: [CH3:1][C:2]1([CH3:27])[CH2:7][CH:6]([NH:8][C:9]2[N:14]=[C:13]([C:15]3[CH:20]=[CH:19][C:18]([CH2:21][CH:22]([OH:24])[CH3:23])=[CH:17][CH:16]=3)[CH:12]=[CH:11][N:10]=2)[CH2:5][C:4]([CH3:26])([CH3:25])[NH:3]1.[C:28]1([CH3:38])[CH:33]=[CH:32][C:31]([S:34](Cl)(=[O:36])=[O:35])=[CH:30][CH:29]=1. (10) Given the product [CH3:1][O:2][C:3]1[C:4]([O:5][CH2:6][CH2:7][NH:8][CH2:12][C@H:11]([OH:10])[CH2:13][O:14][C:21]2[C:63]3[C:38]4[C:39]([NH:44][C:62]=3[CH:24]=[CH:23][CH:22]=2)=[CH:40][CH:41]=[CH:42][CH:43]=4)=[CH:16][CH:17]=[CH:18][CH:19]=1, predict the reactants needed to synthesize it. The reactants are: [CH3:1][O:2][C:3]1[CH:19]=[CH:18][CH:17]=[CH:16][C:4]=1[O:5][CH2:6][CH2:7][N:8]1[CH2:12][C@@H:11]([CH2:13][OH:14])[O:10]C1=O.O1[CH2:24][CH2:23][CH2:22][CH2:21]1.[C:38]1(P([C:38]2[CH:43]=[CH:42][CH:41]=[CH:40][CH:39]=2)[C:38]2[CH:43]=[CH:42][CH:41]=[CH:40][CH:39]=2)[CH:43]=[CH:42][CH:41]=[CH:40][CH:39]=1.[N:44](C(OC(C)C)=O)=NC(OC(C)C)=O.C(O[CH2:62][CH3:63])(=O)C.